Dataset: Forward reaction prediction with 1.9M reactions from USPTO patents (1976-2016). Task: Predict the product of the given reaction. (1) Given the reactants P(Cl)(Cl)(Cl)=O.[CH3:6][O:7][C:8]1[CH:9]=[CH:10][CH:11]=[C:12]2[C:16]=1[NH:15][CH:14]=[CH:13]2.[OH-].[Na+].CN([CH:22]=[O:23])C, predict the reaction product. The product is: [CH3:6][O:7][C:8]1[CH:9]=[CH:10][CH:11]=[C:12]2[C:16]=1[NH:15][CH:14]=[C:13]2[CH:22]=[O:23]. (2) Given the reactants [CH3:1][C@@H:2]1[CH2:19][CH2:18][CH2:17][C@H:16]([NH:20]C(=O)OC(C)(C)C)[C:15]2[CH:28]=[C:11]([CH:12]=[CH:13][CH:14]=2)[C:10]2[N:9]=[CH:8][CH:7]=[CH:6][C:5]=2[NH:4][C:3]1=[O:29], predict the reaction product. The product is: [NH2:20][C@@H:16]1[C:15]2[CH:28]=[C:11]([CH:12]=[CH:13][CH:14]=2)[C:10]2[N:9]=[CH:8][CH:7]=[CH:6][C:5]=2[NH:4][C:3](=[O:29])[C@H:2]([CH3:1])[CH2:19][CH2:18][CH2:17]1. (3) Given the reactants C[O:2][C:3]1[CH:4]=[CH:5][C:6]2[CH2:12][CH:11]([CH2:13][C:14]([O:16][CH2:17][CH3:18])=[O:15])[C:10]3[CH:19]=[CH:20][CH:21]=[CH:22][C:9]=3[O:8][C:7]=2[CH:23]=1.B(Br)(Br)Br.CO, predict the reaction product. The product is: [OH:2][C:3]1[CH:4]=[CH:5][C:6]2[CH2:12][CH:11]([CH2:13][C:14]([O:16][CH2:17][CH3:18])=[O:15])[C:10]3[CH:19]=[CH:20][CH:21]=[CH:22][C:9]=3[O:8][C:7]=2[CH:23]=1. (4) The product is: [CH3:14][O:13][C:11]([C:9]1[CH:8]=[CH:7][N:6]2[C:2]([C:29]3[CH:28]=[C:27]([C:31]4[C:32]([C:37]#[N:38])=[CH:33][CH:34]=[CH:35][CH:36]=4)[CH:26]=[CH:25][CH:30]=3)=[CH:3][N:4]=[C:5]2[N:10]=1)([O:15][CH3:16])[CH3:12]. Given the reactants Br[C:2]1[N:6]2[CH:7]=[CH:8][C:9]([C:11]([O:15][CH3:16])([O:13][CH3:14])[CH3:12])=[N:10][C:5]2=[N:4][CH:3]=1.CC1(C)C(C)(C)OB([C:25]2[CH:26]=[C:27]([C:31]3[C:32]([C:37]#[N:38])=[CH:33][CH:34]=[CH:35][CH:36]=3)[CH:28]=[CH:29][CH:30]=2)O1, predict the reaction product.